From a dataset of Catalyst prediction with 721,799 reactions and 888 catalyst types from USPTO. Predict which catalyst facilitates the given reaction. Reactant: Br[C:2]1[N:7]=[C:6]([C:8]([OH:10])=[O:9])[CH:5]=[CH:4][CH:3]=1.[C:11]1(B(O)O)[CH:16]=[CH:15][CH:14]=[CH:13][CH:12]=1.C(=O)([O-])[O-].[Cs+].[Cs+]. Product: [C:11]1([C:2]2[N:7]=[C:6]([C:8]([OH:10])=[O:9])[CH:5]=[CH:4][CH:3]=2)[CH:16]=[CH:15][CH:14]=[CH:13][CH:12]=1. The catalyst class is: 18.